This data is from Full USPTO retrosynthesis dataset with 1.9M reactions from patents (1976-2016). The task is: Predict the reactants needed to synthesize the given product. (1) Given the product [NH:1]1[C:5]2=[N:6][CH:7]=[CH:8][C:9]([CH2:10][NH2:11])=[C:4]2[CH:3]=[N:2]1, predict the reactants needed to synthesize it. The reactants are: [NH:1]1[C:5]2[N:6]=[CH:7][CH:8]=[C:9]([C:10]#[N:11])[C:4]=2[CH:3]=[N:2]1.CCO. (2) Given the product [CH3:1][S:2][CH2:3][CH2:4][N:5]1[CH2:10][CH2:9][C:8](=[N:13][OH:14])[CH2:7][CH2:6]1, predict the reactants needed to synthesize it. The reactants are: [CH3:1][S:2][CH2:3][CH2:4][N:5]1[CH2:10][CH2:9][C:8](=O)[CH2:7][CH2:6]1.Cl.[NH2:13][OH:14].